From a dataset of Full USPTO retrosynthesis dataset with 1.9M reactions from patents (1976-2016). Predict the reactants needed to synthesize the given product. (1) Given the product [O:3]1[CH2:4][CH2:5][O:1][CH:2]1[C:6]1[S:10][C:9]([C:11]2[CH:12]=[C:13]3[C:17](=[CH:18][CH:19]=2)[C:16](=[O:20])[N:15]([CH2:23][CH3:24])[CH2:14]3)=[CH:8][CH:7]=1, predict the reactants needed to synthesize it. The reactants are: [O:1]1[CH2:5][CH2:4][O:3][CH:2]1[C:6]1[S:10][C:9]([C:11]2[CH:12]=[C:13]3[C:17](=[CH:18][CH:19]=2)[C:16](=[O:20])[NH:15][CH2:14]3)=[CH:8][CH:7]=1.[H-].[Na+].[CH2:23](I)[CH3:24]. (2) Given the product [Cl:1][C:2]1[CH:3]=[CH:4][C:5]([O:11][CH3:12])=[C:6]([C:14]2[N:19]=[C:18]([NH2:20])[N:17]=[C:16]([NH:21][CH3:22])[CH:15]=2)[CH:7]=1, predict the reactants needed to synthesize it. The reactants are: [Cl:1][C:2]1[CH:3]=[CH:4][C:5]([O:11][CH3:12])=[C:6](B(O)O)[CH:7]=1.I[C:14]1[N:19]=[C:18]([NH2:20])[N:17]=[C:16]([NH:21][CH3:22])[CH:15]=1. (3) Given the product [CH3:8][C:9]1([CH3:27])[CH2:14][CH:13]([N:5]2[CH2:6][CH2:7][N:2]([CH3:1])[CH2:3][CH2:4]2)[CH2:12][CH2:11][CH:10]1[NH:16][C:17](=[O:26])[O:18][CH2:19][C:20]1[CH:25]=[CH:24][CH:23]=[CH:22][CH:21]=1, predict the reactants needed to synthesize it. The reactants are: [CH3:1][N:2]1[CH2:7][CH2:6][NH:5][CH2:4][CH2:3]1.[CH3:8][C:9]1([CH3:27])[CH2:14][C:13](=O)[CH2:12][CH2:11][CH:10]1[NH:16][C:17](=[O:26])[O:18][CH2:19][C:20]1[CH:25]=[CH:24][CH:23]=[CH:22][CH:21]=1.[BH-](OC(C)=O)(OC(C)=O)OC(C)=O.[Na+]. (4) Given the product [NH2:1][C:2]1[C:7]([C:8]([NH:10][CH3:11])=[O:9])=[N:6][C:5]([C:12]2[CH:20]=[CH:19][CH:18]=[C:14]([CH2:15][NH:75][CH2:74][C:70]3[CH:71]=[CH:72][CH:73]=[C:68]([N:62]4[CH2:67][CH2:66][O:65][CH2:64][CH2:63]4)[CH:69]=3)[CH:13]=2)=[CH:4][N:3]=1, predict the reactants needed to synthesize it. The reactants are: [NH2:1][C:2]1[N:3]=[CH:4][C:5]([C:12]2[CH:13]=[C:14]([CH:18]=[CH:19][CH:20]=2)[C:15](O)=O)=[N:6][C:7]=1[C:8]([NH:10][CH3:11])=[O:9].C1C=CC2N(O)N=NC=2C=1.CN(C(ON1N=NC2C=CC=CC1=2)=[N+](C)C)C.F[P-](F)(F)(F)(F)F.FC(F)(F)C(O)=O.[N:62]1([C:68]2[CH:69]=[C:70]([CH2:74][NH2:75])[CH:71]=[CH:72][CH:73]=2)[CH2:67][CH2:66][O:65][CH2:64][CH2:63]1.[OH-]. (5) The reactants are: F[B-](F)(F)F.C(N(C(C)C)[CH:10]=[N+:11]([CH:15]([CH3:17])[CH3:16])[CH:12]([CH3:14])[CH3:13])(C)C.CC(C)([O-])C.[K+].[C:27]([O:31][C:32]([N:34]1[C:38](=[O:39])[CH2:37][CH2:36][C@H:35]1[CH2:40][C:41]1[CH:46]=[CH:45][C:44]([C:47]2[CH:52]=[CH:51][CH:50]=[CH:49][CH:48]=2)=[CH:43][CH:42]=1)=[O:33])([CH3:30])([CH3:29])[CH3:28].C(OC(C)C)(=O)C. Given the product [C:27]([O:31][C:32]([N:34]1[C@H:35]([CH2:40][C:41]2[CH:42]=[CH:43][C:44]([C:47]3[CH:48]=[CH:49][CH:50]=[CH:51][CH:52]=3)=[CH:45][CH:46]=2)[CH2:36]/[C:37](=[CH:10]\[N:11]([CH:12]([CH3:13])[CH3:14])[CH:15]([CH3:16])[CH3:17])/[C:38]1=[O:39])=[O:33])([CH3:30])([CH3:28])[CH3:29], predict the reactants needed to synthesize it. (6) Given the product [C:35]([O:34][C:33]([NH:32][CH2:31][C:30]1[CH:40]=[C:26]([CH:24]([OH:25])[C:2]2([C:6]([O:8][CH3:9])=[O:7])[CH2:3][CH2:4][CH2:5][O:1]2)[CH:27]=[CH:28][C:29]=1[O:41][CH3:42])=[O:39])([CH3:38])([CH3:36])[CH3:37], predict the reactants needed to synthesize it. The reactants are: [O:1]1[CH2:5][CH2:4][CH2:3][CH:2]1[C:6]([O:8][CH3:9])=[O:7].C[Si](C)(C)[N-][SiH3].C[Si](C)(C)[N-][SiH3].[Na+].[Na+].[CH:24]([C:26]1[CH:27]=[CH:28][C:29]([O:41][CH3:42])=[C:30]([CH:40]=1)[CH2:31][NH:32][C:33](=[O:39])[O:34][C:35]([CH3:38])([CH3:37])[CH3:36])=[O:25].[Cl-].[NH4+]. (7) Given the product [NH2:24][C:19]1[C:18]2=[C:17]([C:25]3[CH:26]=[CH:27][C:28]4[C:32]([CH:33]=3)=[N:31][N:30]([CH2:34][C:35]3[CH:36]=[CH:37][CH:38]=[CH:39][CH:40]=3)[CH:29]=4)[CH:16]=[C:15]([C:13]([CH:10]3[CH2:11][CH2:12][NH:8][CH2:9]3)=[O:14])[N:23]2[N:22]=[CH:21][N:20]=1, predict the reactants needed to synthesize it. The reactants are: C(OC([N:8]1[CH2:12][CH2:11][CH:10]([C:13]([C:15]2[N:23]3[C:18]([C:19]([NH2:24])=[N:20][CH:21]=[N:22]3)=[C:17]([C:25]3[CH:26]=[CH:27][C:28]4[C:32]([CH:33]=3)=[N:31][N:30]([CH2:34][C:35]3[CH:40]=[CH:39][CH:38]=[CH:37][CH:36]=3)[CH:29]=4)[CH:16]=2)=[O:14])[CH2:9]1)=O)(C)(C)C.Cl.